Dataset: Reaction yield outcomes from USPTO patents with 853,638 reactions. Task: Predict the reaction yield, written as a fraction of the theoretical maximum amount of product (1.0 means a 100% yield; for example, 0.34 means a 34% yield). (1) The reactants are [O-2].[La+3:2].[O-2].[O-2].[La+3].[N+]([O-])(O)=O.[C:10]([OH:15])(=[O:14])[C:11]([OH:13])=[O:12]. The catalyst is O. The product is [C:10]([O-:15])(=[O:14])[C:11]([O-:13])=[O:12].[La+3:2].[C:10]([O-:15])(=[O:14])[C:11]([O-:13])=[O:12].[C:10]([O-:15])(=[O:14])[C:11]([O-:13])=[O:12].[La+3:2]. The yield is 0.943. (2) The reactants are [Cl:1][C:2]1[CH:7]=[CH:6][C:5]([C:8]2[N:12]([CH3:13])[CH:11]=[C:10]([C:14]([CH:16]3[CH2:18][CH2:17]3)=[O:15])[C:9]=2[CH3:19])=[CH:4][CH:3]=1.[Br:20]N1C(=O)CCC1=O. The catalyst is C1COCC1. The product is [Br:20][C:11]1[N:12]([CH3:13])[C:8]([C:5]2[CH:6]=[CH:7][C:2]([Cl:1])=[CH:3][CH:4]=2)=[C:9]([CH3:19])[C:10]=1[C:14]([CH:16]1[CH2:18][CH2:17]1)=[O:15]. The yield is 0.800. (3) The reactants are [O:1]=[S:2]1(=[O:27])[CH2:7][CH2:6][CH:5]([O:8][C:9]2[CH:14]=[C:13]([CH3:15])[C:12]([C:16]3[CH:21]=[CH:20][CH:19]=[C:18]([C:22](OC)=[O:23])[CH:17]=3)=[C:11]([CH3:26])[CH:10]=2)[CH2:4][CH2:3]1.[H-].[Al+3].[Li+].[H-].[H-].[H-].O.O.O.O.O.O.O.O.O.O.[O-]S([O-])(=O)=O.[Na+].[Na+]. The catalyst is O1CCCC1. The product is [O:1]=[S:2]1(=[O:27])[CH2:3][CH2:4][CH:5]([O:8][C:9]2[CH:14]=[C:13]([CH3:15])[C:12]([C:16]3[CH:21]=[CH:20][CH:19]=[C:18]([CH2:22][OH:23])[CH:17]=3)=[C:11]([CH3:26])[CH:10]=2)[CH2:6][CH2:7]1. The yield is 0.930. (4) The reactants are [N+:1]([C:4]1[C:13]2[C:8](=[CH:9][CH:10]=[CH:11][CH:12]=2)[C:7]([O:14][CH:15]([C:17]2[CH:22]=[CH:21][N:20]=[C:19]([NH2:23])[CH:18]=2)[CH3:16])=[CH:6][CH:5]=1)([O-])=O.[H][H]. The catalyst is CO.CC(O)=O.[Pt]. The product is [NH2:1][C:4]1[C:13]2[C:8](=[CH:9][CH:10]=[CH:11][CH:12]=2)[C:7]([O:14][CH:15]([C:17]2[CH:22]=[CH:21][N:20]=[C:19]([NH2:23])[CH:18]=2)[CH3:16])=[CH:6][CH:5]=1. The yield is 0.990.